Task: Predict the product of the given reaction.. Dataset: Forward reaction prediction with 1.9M reactions from USPTO patents (1976-2016) (1) Given the reactants I[C:2]1[CH:7]=[CH:6][C:5]([S:8]([N:11]2[CH2:16][CH2:15][CH:14]([C:17]([O:19][CH3:20])=[O:18])[CH2:13][CH2:12]2)(=[O:10])=[O:9])=[CH:4][CH:3]=1.C[Si](C)(C)[C:23]1[CH:28]=[CH:27][CH:26]=[CH:25][N:24]=1.[F-].C([N+](CCCC)(CCCC)CCCC)CCC, predict the reaction product. The product is: [N:24]1[CH:25]=[CH:26][CH:27]=[CH:28][C:23]=1[C:2]1[CH:7]=[CH:6][C:5]([S:8]([N:11]2[CH2:16][CH2:15][CH:14]([C:17]([O:19][CH3:20])=[O:18])[CH2:13][CH2:12]2)(=[O:10])=[O:9])=[CH:4][CH:3]=1. (2) Given the reactants Cl[CH2:2][C:3]([C:5]1[CH:6]=[CH:7][C:8]2[O:14][CH2:13][CH2:12][N:11]([C:15]([O:17][C:18]([CH3:21])([CH3:20])[CH3:19])=[O:16])[CH2:10][C:9]=2[CH:22]=1)=[O:4].[Li+].[Br-].[N-:25]=[N+:26]=[N-:27].[Na+], predict the reaction product. The product is: [N:25]([CH2:2][C:3]([C:5]1[CH:6]=[CH:7][C:8]2[O:14][CH2:13][CH2:12][N:11]([C:15]([O:17][C:18]([CH3:21])([CH3:20])[CH3:19])=[O:16])[CH2:10][C:9]=2[CH:22]=1)=[O:4])=[N+:26]=[N-:27]. (3) The product is: [Cl:18][C:9]1[N:8]=[C:7]([NH:34][CH:31]([CH3:30])[CH2:32][CH3:33])[C:6]2[C:11](=[CH:12][CH:13]=[C:4]([N+:1]([O-:3])=[O:2])[CH:5]=2)[N:10]=1. Given the reactants [N+:1]([C:4]1[CH:5]=[C:6]2[C:11](=[CH:12][CH:13]=1)[NH:10][C:9](=O)[NH:8][C:7]2=O)([O-:3])=[O:2].P(Cl)(Cl)([Cl:18])=O.C(N(C(C)C)C=O)(C)C.[CH3:30][CH:31]([NH2:34])[CH2:32][CH3:33], predict the reaction product. (4) The product is: [Br:1][C:2]1[CH:7]=[CH:6][N:5]([CH:8]([CH2:12][CH:13]2[CH2:15][CH2:14]2)[C:9]([NH:17][C:18]2[CH:30]=[CH:29][C:21]([C:22]([O:24][C:25]([CH3:26])([CH3:27])[CH3:28])=[O:23])=[CH:20][CH:19]=2)=[O:11])[C:4](=[O:16])[CH:3]=1. Given the reactants [Br:1][C:2]1[CH:7]=[CH:6][N:5]([CH:8]([CH2:12][CH:13]2[CH2:15][CH2:14]2)[C:9]([OH:11])=O)[C:4](=[O:16])[CH:3]=1.[NH2:17][C:18]1[CH:30]=[CH:29][C:21]([C:22]([O:24][C:25]([CH3:28])([CH3:27])[CH3:26])=[O:23])=[CH:20][CH:19]=1, predict the reaction product. (5) Given the reactants C([S@@]([NH:7][C@H:8]([C:18]1[CH:23]=[C:22]([F:24])[CH:21]=[C:20]([F:25])[CH:19]=1)[CH2:9][CH2:10][C:11]([CH3:17])([CH3:16])[C:12](OC)=[O:13])=O)(C)(C)C.C(N(CC)CC)C, predict the reaction product. The product is: [F:25][C:20]1[CH:19]=[C:18]([C@H:8]2[NH:7][C:12](=[O:13])[C:11]([CH3:17])([CH3:16])[CH2:10][CH2:9]2)[CH:23]=[C:22]([F:24])[CH:21]=1.